From a dataset of Catalyst prediction with 721,799 reactions and 888 catalyst types from USPTO. Predict which catalyst facilitates the given reaction. (1) Product: [C:21]([C:23]1[C:16]([C:15]2[CH:18]=[CH:19][CH:20]=[C:13]([O:12][CH3:11])[CH:14]=2)=[N:10][C:8]([S:7][CH3:6])=[N:9][C:24]=1[OH:25])#[N:22]. Reactant: S(O)(O)(=O)=O.[CH3:6][S:7][C:8](=[NH:10])[NH2:9].[CH3:11][O:12][C:13]1[CH:14]=[C:15]([CH:18]=[CH:19][CH:20]=1)[CH:16]=O.[C:21]([CH2:23][C:24](OCC)=[O:25])#[N:22].C(=O)([O-])[O-].[K+].[K+].Cl. The catalyst class is: 8. (2) The catalyst class is: 262. Product: [F:8][C:7]1[CH:6]=[CH:5][C:4]([CH2:9][OH:10])=[CH:3][C:2]=1[N:1]1[C:16]([CH3:18])=[CH:17][C:12]([OH:11])=[CH:13][C:14]1=[O:15]. Reactant: [NH2:1][C:2]1[CH:3]=[C:4]([CH2:9][OH:10])[CH:5]=[CH:6][C:7]=1[F:8].[OH:11][C:12]1[CH:17]=[C:16]([CH3:18])[O:15][C:14](=O)[CH:13]=1. (3) Reactant: Cl.[NH2:2][C@@H:3]([CH2:7][CH2:8][CH2:9][C:10]1[CH:15]=[CH:14][CH:13]=[C:12]([C:16]([O:18][CH3:19])=[O:17])[CH:11]=1)[C:4]([NH2:6])=[O:5].[CH3:20][C:21]1[CH:22]=[C:23]([CH:45]=[CH:46][CH:47]=1)[CH2:24][C@@H:25]([C:42](O)=[O:43])[NH:26][C:27](=[O:41])[CH:28]([C:35]1[CH:40]=[CH:39][CH:38]=[CH:37][CH:36]=1)[C:29]1[CH:34]=[CH:33][CH:32]=[CH:31][CH:30]=1.O.ON1C2C=CC=CC=2N=N1.CN1CCOCC1.CN(C)CCCN=C=NCC.Cl. Product: [CH3:19][O:18][C:16]([C:12]1[CH:11]=[C:10]([CH2:9][CH2:8][CH2:7][C@H:3]([NH:2][C:42](=[O:43])[C@H:25]([CH2:24][C:23]2[CH:45]=[CH:46][CH:47]=[C:21]([CH3:20])[CH:22]=2)[NH:26][C:27](=[O:41])[CH:28]([C:29]2[CH:34]=[CH:33][CH:32]=[CH:31][CH:30]=2)[C:35]2[CH:36]=[CH:37][CH:38]=[CH:39][CH:40]=2)[C:4]([NH2:6])=[O:5])[CH:15]=[CH:14][CH:13]=1)=[O:17]. The catalyst class is: 2. (4) Reactant: [CH2:1]([N:3]1[C:11]2[C:6](=[CH:7][CH:8]=[C:9]([O:12][CH3:13])[CH:10]=2)[C:5]([C:14]#[N:15])=[C:4]1[I:16])[CH3:2].[N+:17]([O-])([OH:19])=[O:18]. Product: [CH2:1]([N:3]1[C:11]2[C:6](=[CH:7][C:8]([N+:17]([O-:19])=[O:18])=[C:9]([O:12][CH3:13])[CH:10]=2)[C:5]([C:14]#[N:15])=[C:4]1[I:16])[CH3:2]. The catalyst class is: 15. (5) Reactant: Cl[C:2]1[C:7]([N+:8]([O-:10])=[O:9])=[CH:6][N:5]=[C:4]2[CH:11]=[CH:12][S:13][C:3]=12.[C:14]([O:18][C:19](=[O:29])[NH:20][CH2:21][C@H:22]1[CH2:27][CH2:26][C@H:25]([NH2:28])[CH2:24][CH2:23]1)([CH3:17])([CH3:16])[CH3:15].C(N(CC)CC)C. Product: [C:14]([O:18][C:19](=[O:29])[NH:20][CH2:21][C@H:22]1[CH2:23][CH2:24][C@H:25]([NH:28][C:2]2[C:7]([N+:8]([O-:10])=[O:9])=[CH:6][N:5]=[C:4]3[CH:11]=[CH:12][S:13][C:3]=23)[CH2:26][CH2:27]1)([CH3:17])([CH3:15])[CH3:16]. The catalyst class is: 32. (6) Reactant: [C:1]1([S:7]([N:10]2[C:14]3=[N:15][CH:16]=[C:17]([F:19])[CH:18]=[C:13]3[CH:12]=[C:11]2[C:20]([C:27]2[CH:32]=[CH:31][C:30]([S:33][CH3:34])=[CH:29][CH:28]=2)([OH:26])[CH2:21][CH:22]2[CH2:25][CH2:24][CH2:23]2)(=[O:9])=[O:8])[CH:6]=[CH:5][CH:4]=[CH:3][CH:2]=1.I([O-])(=O)(=O)=[O:36].[Na+]. Product: [C:1]1([S:7]([N:10]2[C:14]3=[N:15][CH:16]=[C:17]([F:19])[CH:18]=[C:13]3[CH:12]=[C:11]2[C:20]([C:27]2[CH:28]=[CH:29][C:30]([S:33]([CH3:34])=[O:36])=[CH:31][CH:32]=2)([OH:26])[CH2:21][CH:22]2[CH2:25][CH2:24][CH2:23]2)(=[O:8])=[O:9])[CH:2]=[CH:3][CH:4]=[CH:5][CH:6]=1. The catalyst class is: 24.